Dataset: Reaction yield outcomes from USPTO patents with 853,638 reactions. Task: Predict the reaction yield, written as a fraction of the theoretical maximum amount of product (1.0 means a 100% yield; for example, 0.34 means a 34% yield). The reactants are Cl[CH2:2][C:3]([NH:5][C@H:6]1[CH2:11][CH2:10][CH2:9][N:8]([C:12]([C:14]2[S:15][C:16]([C:19]3[C:23]([CH3:24])=[C:22]([C:25]([F:28])([F:27])[F:26])[O:21][N:20]=3)=[CH:17][CH:18]=2)=[O:13])[CH2:7]1)=[O:4].C([O-])([O-])=O.[K+].[K+].[CH3:35][N:36]1[CH2:41][CH2:40][NH:39][CH2:38][CH2:37]1. The catalyst is C(#N)C. The product is [CH3:35][N:36]1[CH2:41][CH2:40][N:39]([CH2:2][C:3]([NH:5][C@H:6]2[CH2:11][CH2:10][CH2:9][N:8]([C:12]([C:14]3[S:15][C:16]([C:19]4[C:23]([CH3:24])=[C:22]([C:25]([F:28])([F:27])[F:26])[O:21][N:20]=4)=[CH:17][CH:18]=3)=[O:13])[CH2:7]2)=[O:4])[CH2:38][CH2:37]1. The yield is 0.850.